This data is from Peptide-MHC class I binding affinity with 185,985 pairs from IEDB/IMGT. The task is: Regression. Given a peptide amino acid sequence and an MHC pseudo amino acid sequence, predict their binding affinity value. This is MHC class I binding data. (1) The peptide sequence is LLVDLLWLL. The MHC is HLA-B54:01 with pseudo-sequence HLA-B54:01. The binding affinity (normalized) is 0.0288. (2) The peptide sequence is FIKDYRYTY. The MHC is HLA-A26:01 with pseudo-sequence HLA-A26:01. The binding affinity (normalized) is 0.213. (3) The peptide sequence is AACRAAGL. The MHC is HLA-A02:01 with pseudo-sequence HLA-A02:01. The binding affinity (normalized) is 0. (4) The peptide sequence is GTSGSPIVDR. The MHC is HLA-B57:01 with pseudo-sequence HLA-B57:01. The binding affinity (normalized) is 0.283. (5) The peptide sequence is GSVNVVYTF. The MHC is Mamu-B08 with pseudo-sequence Mamu-B08. The binding affinity (normalized) is 0. (6) The peptide sequence is VLEWRFDSRL. The MHC is HLA-A26:01 with pseudo-sequence HLA-A26:01. The binding affinity (normalized) is 0.0529. (7) The peptide sequence is MEFWLVAAL. The MHC is HLA-A26:01 with pseudo-sequence HLA-A26:01. The binding affinity (normalized) is 0.0847. (8) The peptide sequence is TLGMCCIITA. The MHC is HLA-A02:01 with pseudo-sequence HLA-A02:01. The binding affinity (normalized) is 0.611. (9) The peptide sequence is YIIPCILIL. The MHC is HLA-C03:03 with pseudo-sequence HLA-C03:03. The binding affinity (normalized) is 0.498. (10) The peptide sequence is RPRHSASVA. The MHC is HLA-B07:02 with pseudo-sequence HLA-B07:02. The binding affinity (normalized) is 1.00.